From a dataset of Cav3 T-type calcium channel HTS with 100,875 compounds. Binary Classification. Given a drug SMILES string, predict its activity (active/inactive) in a high-throughput screening assay against a specified biological target. (1) The molecule is S(=O)(=O)(N(CC(=O)N1CCN(CC1)c1ncccc1)C)c1cc2c(cc1)cccc2. The result is 0 (inactive). (2) The molecule is S(=O)(=O)(N1CCN(CC1)C(=O)c1occc1)c1cc2oc(=O)[nH]c2cc1. The result is 0 (inactive). (3) The drug is s1c2n(c3CCCc3c(=O)c2C#N)c(c1)C. The result is 0 (inactive). (4) The molecule is O=C(Nc1c2c(n(c1C(OC)=O)C)ccc(c2)C)CN1CCN(CC1)C(=O)c1occc1. The result is 0 (inactive). (5) The molecule is O=C(Nc1ccccc1)CCN1CCCC1. The result is 0 (inactive). (6) The result is 0 (inactive). The molecule is S(=O)(=O)(N)c1ccc(NC(=O)CN(c2ccccc2)C)cc1.